This data is from Forward reaction prediction with 1.9M reactions from USPTO patents (1976-2016). The task is: Predict the product of the given reaction. (1) Given the reactants [CH2:1]([O:3][C:4](=[O:29])[CH2:5][CH2:6][CH2:7][O:8][C:9]1[CH:14]=[CH:13][CH:12]=[C:11]([CH2:15][CH2:16][CH2:17][CH2:18][CH2:19][CH2:20]Br)[C:10]=1[CH2:22][CH2:23][C:24]([O:26][CH2:27][CH3:28])=[O:25])[CH3:2].[Br:30][C:31]1[CH:32]=[C:33]([C:38](=[O:40])[CH3:39])[CH:34]=[C:35]([OH:37])[CH:36]=1.C(=O)([O-])[O-].[K+].[K+], predict the reaction product. The product is: [CH2:1]([O:3][C:4](=[O:29])[CH2:5][CH2:6][CH2:7][O:8][C:9]1[CH:14]=[CH:13][CH:12]=[C:11]([CH2:15][CH2:16][CH2:17][CH2:18][CH2:19][CH2:20][O:37][C:35]2[CH:36]=[C:31]([Br:30])[CH:32]=[C:33]([C:38](=[O:40])[CH3:39])[CH:34]=2)[C:10]=1[CH2:22][CH2:23][C:24]([O:26][CH2:27][CH3:28])=[O:25])[CH3:2]. (2) The product is: [CH3:15][O:14][C:11]1[CH:10]=[CH:9][C:8]([C:7]2[N:18]([C:20]3[CH:21]=[CH:22][C:23]([S:26]([NH2:29])(=[O:28])=[O:27])=[CH:24][CH:25]=3)[N:19]=[C:4]([CH3:5])[N:6]=2)=[CH:13][CH:12]=1. Given the reactants C(O[C:4](=[N:6][C:7](=O)[C:8]1[CH:13]=[CH:12][C:11]([O:14][CH3:15])=[CH:10][CH:9]=1)[CH3:5])C.Cl.[NH:18]([C:20]1[CH:25]=[CH:24][C:23]([S:26]([NH2:29])(=[O:28])=[O:27])=[CH:22][CH:21]=1)[NH2:19].C(N(CC)CC)C.O, predict the reaction product. (3) Given the reactants [F:1][C:2]1[CH:3]=[C:4]([CH:20]=[C:21]([O:23][C:24]2[CH:29]=[CH:28][CH:27]=[CH:26][CH:25]=2)[CH:22]=1)[CH2:5][O:6][C:7]12[CH2:13][C:10]([CH2:14][CH2:15][CH2:16][C:17]([OH:19])=O)([CH2:11][CH2:12]1)[CH2:9][CH2:8]2.Cl.[NH2:31][CH2:32][C:33]([NH2:35])=[O:34], predict the reaction product. The product is: [NH2:35][C:33](=[O:34])[CH2:32][NH:31][C:17](=[O:19])[CH2:16][CH2:15][CH2:14][C:10]12[CH2:13][C:7]([O:6][CH2:5][C:4]3[CH:20]=[C:21]([O:23][C:24]4[CH:29]=[CH:28][CH:27]=[CH:26][CH:25]=4)[CH:22]=[C:2]([F:1])[CH:3]=3)([CH2:8][CH2:9]1)[CH2:12][CH2:11]2. (4) Given the reactants Cl[C:2]1[CH:7]=[C:6]([N:8](COCC[Si](C)(C)C)COCC[Si](C)(C)C)[N:5]2[N:25]=[CH:26][C:27]([C:28]3[CH:29]=[N:30][C:31]4[C:36]([CH:37]=3)=[CH:35][CH:34]=[CH:33][CH:32]=4)=[C:4]2[N:3]=1.[NH:38]1[CH2:44][CH2:43][C:42](=[O:45])[NH:41][CH2:40][CH2:39]1.C(N(C(C)C)C(C)C)C, predict the reaction product. The product is: [NH2:8][C:6]1[N:5]2[N:25]=[CH:26][C:27]([C:28]3[CH:29]=[N:30][C:31]4[C:36]([CH:37]=3)=[CH:35][CH:34]=[CH:33][CH:32]=4)=[C:4]2[N:3]=[C:2]([N:38]2[CH2:44][CH2:43][C:42](=[O:45])[NH:41][CH2:40][CH2:39]2)[CH:7]=1. (5) Given the reactants C([O:5][C:6](=[O:34])[C:7]([S:10][C:11]1[S:12][CH:13]=[C:14]([CH2:16][CH2:17][O:18][C:19]2[CH:24]=[CH:23][C:22]([NH:25][C:26](=[O:33])[C:27]3[CH:32]=[CH:31][CH:30]=[CH:29][CH:28]=3)=[CH:21][CH:20]=2)[N:15]=1)([CH3:9])[CH3:8])(C)(C)C.FC(F)(F)C(O)=O, predict the reaction product. The product is: [C:26]([NH:25][C:22]1[CH:21]=[CH:20][C:19]([O:18][CH2:17][CH2:16][C:14]2[N:15]=[C:11]([S:10][C:7]([CH3:9])([CH3:8])[C:6]([OH:34])=[O:5])[S:12][CH:13]=2)=[CH:24][CH:23]=1)(=[O:33])[C:27]1[CH:28]=[CH:29][CH:30]=[CH:31][CH:32]=1. (6) Given the reactants C(OC([N:8]1[CH2:13][CH2:12][CH:11]([CH2:14][N:15]2[C:19]([CH:20]([NH:32][C:33]([N:35]3[CH2:40][CH2:39][CH:38]([N:41]4[CH2:50][C:49]5[C:44](=[C:45]([F:51])[CH:46]=[CH:47][CH:48]=5)[NH:43][C:42]4=[O:52])[CH2:37][CH2:36]3)=[O:34])[CH2:21][C:22]3[CH:23]=[C:24]4[C:28](=[C:29]([CH3:31])[CH:30]=3)[NH:27][N:26]=[CH:25]4)=[N:18][N:17]=[N:16]2)[CH2:10][CH2:9]1)=O)(C)(C)C, predict the reaction product. The product is: [F:51][C:45]1[CH:46]=[CH:47][CH:48]=[C:49]2[C:44]=1[NH:43][C:42](=[O:52])[N:41]([CH:38]1[CH2:37][CH2:36][N:35]([C:33]([NH:32][CH:20]([C:19]3[N:15]([CH2:14][CH:11]4[CH2:12][CH2:13][NH:8][CH2:9][CH2:10]4)[N:16]=[N:17][N:18]=3)[CH2:21][C:22]3[CH:23]=[C:24]4[C:28](=[C:29]([CH3:31])[CH:30]=3)[NH:27][N:26]=[CH:25]4)=[O:34])[CH2:40][CH2:39]1)[CH2:50]2. (7) Given the reactants [Br:1][C:2]1[C:10]([O:11]C)=[CH:9][CH:8]=[C:7]2[C:3]=1[CH:4]=[CH:5][NH:6]2.B(Br)(Br)Br, predict the reaction product. The product is: [Br:1][C:2]1[C:10]([OH:11])=[CH:9][CH:8]=[C:7]2[C:3]=1[CH:4]=[CH:5][NH:6]2. (8) Given the reactants [Br:1][C:2]1[CH:3]=[CH:4][C:5]([OH:21])=[C:6]([C:8]([C:10]2[CH:11]=[N:12][N:13]([C:15]3[CH:20]=[CH:19][CH:18]=[CH:17][CH:16]=3)[CH:14]=2)=[O:9])[CH:7]=1.Br[CH:23]([CH3:29])[C:24]([O:26]CC)=[O:25], predict the reaction product. The product is: [Br:1][C:2]1[CH:3]=[CH:4][C:5]([O:21][CH:23]([CH3:29])[C:24]([OH:26])=[O:25])=[C:6]([C:8]([C:10]2[CH:11]=[N:12][N:13]([C:15]3[CH:20]=[CH:19][CH:18]=[CH:17][CH:16]=3)[CH:14]=2)=[O:9])[CH:7]=1.